Dataset: Catalyst prediction with 721,799 reactions and 888 catalyst types from USPTO. Task: Predict which catalyst facilitates the given reaction. (1) Reactant: [C:1]1([S:7]([O:10][C:11]2[C:20]([Br:21])=[C:19]3[C:14]([CH:15]=[CH:16][C:17]([CH:22]([OH:26])[CH2:23][C:24]#[N:25])=[N:18]3)=[CH:13][CH:12]=2)(=[O:9])=[O:8])[CH:6]=[CH:5][CH:4]=[CH:3][CH:2]=1. Product: [C:1]1([S:7]([O:10][C:11]2[C:20]([Br:21])=[C:19]3[C:14]([CH:15]=[CH:16][C:17]([CH:22]([OH:26])[CH2:23][CH2:24][NH2:25])=[N:18]3)=[CH:13][CH:12]=2)(=[O:8])=[O:9])[CH:2]=[CH:3][CH:4]=[CH:5][CH:6]=1. The catalyst class is: 1. (2) The catalyst class is: 4. Product: [OH:1][C:2]1[CH:3]=[C:4]([CH2:5][N:10]2[CH2:11][CH2:12][CH:13]([NH:16][C:17](=[O:23])[O:18][C:19]([CH3:21])([CH3:20])[CH3:22])[CH2:14][CH2:15]2)[CH:7]=[CH:8][CH:9]=1. Reactant: [OH:1][C:2]1[CH:3]=[C:4]([CH:7]=[CH:8][CH:9]=1)[CH:5]=O.[NH:10]1[CH2:15][CH2:14][CH:13]([NH:16][C:17](=[O:23])[O:18][C:19]([CH3:22])([CH3:21])[CH3:20])[CH2:12][CH2:11]1.C(O)(=O)C.[BH-](OC(C)=O)(OC(C)=O)OC(C)=O.[Na+]. (3) Reactant: [CH3:1][N:2]1[C@@H:7]2[C@@H:8]3[O:10][C@@H:9]3[C@H:3]1[CH2:4][CH:5]([O:11]C([C@@H](C1C=CC=CC=1)CO)=O)[CH2:6]2.Br.C(=O)([O-])[O-].[K+].[K+]. Product: [CH3:1][N:2]1[C@@H:7]2[C@@H:8]3[O:10][C@@H:9]3[C@H:3]1[CH2:4][CH:5]([OH:11])[CH2:6]2. The catalyst class is: 2. (4) Reactant: [CH3:1][O:2][CH2:3][CH2:4][N:5]([CH2:22][C:23]1[CH:35]=[CH:34][C:26]([O:27][CH2:28][C:29]([O:31]CC)=[O:30])=[C:25]([CH3:36])[CH:24]=1)[C:6]1[N:11]=[C:10]([C:12]2[CH:17]=[CH:16][C:15]([C:18]([F:21])([F:20])[F:19])=[CH:14][CH:13]=2)[CH:9]=[CH:8][N:7]=1.[OH-].[Na+]. Product: [CH3:1][O:2][CH2:3][CH2:4][N:5]([CH2:22][C:23]1[CH:35]=[CH:34][C:26]([O:27][CH2:28][C:29]([OH:31])=[O:30])=[C:25]([CH3:36])[CH:24]=1)[C:6]1[N:11]=[C:10]([C:12]2[CH:13]=[CH:14][C:15]([C:18]([F:21])([F:20])[F:19])=[CH:16][CH:17]=2)[CH:9]=[CH:8][N:7]=1. The catalyst class is: 111. (5) Reactant: O.[OH-].[Li+].[CH:4]1([C:7]2[S:8][CH:9]=[C:10]([C:12]([O:14]CC)=[O:13])[N:11]=2)[CH2:6][CH2:5]1.Cl. Product: [CH:4]1([C:7]2[S:8][CH:9]=[C:10]([C:12]([OH:14])=[O:13])[N:11]=2)[CH2:5][CH2:6]1. The catalyst class is: 20. (6) Reactant: F[C:2]1[CH:3]=[C:4]([NH:11][C:12]2[CH:13]=[N:14][C:15]3[CH2:16][CH:17]([NH:22][C:23](=[O:29])[O:24][C:25]([CH3:28])([CH3:27])[CH3:26])[CH2:18][CH2:19][C:20]=3[CH:21]=2)[C:5]([N+:8]([O-:10])=[O:9])=[N:6][CH:7]=1.[CH3:30][O-:31].[Na+]. Product: [CH3:30][O:31][C:2]1[CH:3]=[C:4]([NH:11][C:12]2[CH:13]=[N:14][C:15]3[CH2:16][CH:17]([NH:22][C:23](=[O:29])[O:24][C:25]([CH3:28])([CH3:27])[CH3:26])[CH2:18][CH2:19][C:20]=3[CH:21]=2)[C:5]([N+:8]([O-:10])=[O:9])=[N:6][CH:7]=1. The catalyst class is: 430. (7) Reactant: [CH2:1]1[C:13]2[C:8](=[CH:9][CH:10]=[CH:11][CH:12]=2)[C:7]2[C:2]1=[CH:3][CH:4]=[CH:5][CH:6]=2.C([Li])CCC.CCCCCC.[CH2:25](Br)[CH2:26][CH2:27][CH2:28][CH2:29][CH2:30][CH2:31][CH3:32]. Product: [CH2:25]([CH:1]1[C:2]2[CH:3]=[CH:4][CH:5]=[CH:6][C:7]=2[C:8]2[C:13]1=[CH:12][CH:11]=[CH:10][CH:9]=2)[CH2:26][CH2:27][CH2:28][CH2:29][CH2:30][CH2:31][CH3:32]. The catalyst class is: 20.